This data is from Experimentally validated miRNA-target interactions with 360,000+ pairs, plus equal number of negative samples. The task is: Binary Classification. Given a miRNA mature sequence and a target amino acid sequence, predict their likelihood of interaction. (1) The miRNA is mmu-miR-770-5p with sequence AGCACCACGUGUCUGGGCCACG. Result: 0 (no interaction). The protein sequence of the target gene is MALTRPVRLFSLVTRLLLAPRRGLTVRSPDEPLPVVRIPVALQRQLEQRQSRRRNLPRPVLVRPGPLLVSARRPELNQPARLTLGRWERAPLASQGWKSRRARRDHFSIERAQQEAPAVRKLSSKGSFADLGLEPRVLHALQEAAPEVVQPTTVQSSTIPSLLRGRHVVCAAETGSGKTLSYLLPLLQRLLGQPSLDSLPIPAPRGLVLVPSRELAQQVRAVAQPLGRSLGLLVRDLEGGHGMRRIRLQLSRQPSADVLVATPGALWKALKSRLISLEQLSFLVLDEADTLLDESFLELV.... (2) The miRNA is mmu-miR-7023-3p with sequence UCACCCUGUCUGCGCCCCUCAG. The protein sequence of the target gene is MATSAEAPAKEAQKRDSQPQKQKRETQDEAELLTVPDGWKEPAFSKEDNPRGLLEESSFATLFPKYREAYLKECWPLVQKALNEHHVKATLDLIEGSMTVCTTKKTFDPYIIIRARDLIKLLARSVSFEQAVRILQDDVACDIIKIGSLVRNKERFVKRRQRLIGPKGSTLKALELLTNCYVMVQGNTVSAIGPFSGLKEVRKVVLDTMKNIHPIYNIKTLMIKRELAKDSELRSQSWERFLPQFKHKNVNKRKEPKKKSVKKEYTPFPPPQPESQIDKELASGEYFLKASQKKRQKMEA.... Result: 0 (no interaction). (3) The miRNA is mmu-miR-1941-3p with sequence CAUCUUAGCAGUAUCUCCCAU. The protein sequence of the target gene is MTLLGSEHSLLIRRKFRSVLQLRLQQRRTQEQLANQGLIPPLKGPTEFHDPRKQLDSAKTEDSLRRKGRNRSDRASLVTMHILQASTAERSIPTAQMKLKRARLADDLNEKIALRPGPLELVEKNILPMDSSVKEAIKGTEVSLSKAADAFAFEDDSSRDGLSPDQARSEDPQGSTGSTPDIKSTEAPLDTIQDLTPGSESDKNDAASQPGNQSDPGKQVLGPLSTPIPVHTAVKSKSLGDSKNRHKKPKDPKPKVKKLKYHQYIPPDQKAEKSPPPMDSAYARLLQQQQLFLQLQILSQ.... Result: 0 (no interaction). (4) The miRNA is hsa-miR-5002-5p with sequence AAUUUGGUUUCUGAGGCACUUAGU. The protein sequence of the target gene is MATVFCKVGGGEEAVPKKEALNVINVIDQLPKPCPNPKFINRSMATKGLLLPSRRSLASFSEEENTDVMMHMPVEDSEYSSDDTSMSPIPSTLMNPIKMAVTQPNSSFFAGILEGELNKLSLASVVKNTEKDNLAICPRSSKSQIATRGLLDLDNPALDTDTSSTRSESSVVLDVPEVPFICEHTVGDSTAVISWTYAAGKQQVSFYQVLLQEATKPADKDTPKIKTRPWIFNKILGTTVKLMELKSNTSYCLTVRAANTAGVGKWCKPYKFATVSTDFNSFPETNPIQVTVQRKQPHRR.... Result: 0 (no interaction). (5) The miRNA is mmu-miR-466l-5p with sequence UUGUGUGUACAUGUACAUGUAU. The protein sequence of the target gene is MKKIFSKKGESPLGSFARRQRSSAGGGGEPGEGAYSQPGYHVRDRDLGKIHKAASAGNVAKVQQILLLRKNGLNDRDKMNRTALHLACANGHPEVVTLLVDRKCQLNVCDNENRTALMKAVQCQEEKCATILLEHGADPNLADVHGNTALHYAVYNEDISVATKLLLYDANIEAKNKDDLTPLLLAVSGKKQQMVEFLIKKKANVNAVDKLESSHQLISEYKEERIPKHSSQNSNSVDESSEDSLSRLSGKPGVDDSWPTSDDEDLNFDTKNVPKPSLAKLMTASQQSRKNLEATYGTVR.... Result: 0 (no interaction).